This data is from Catalyst prediction with 721,799 reactions and 888 catalyst types from USPTO. The task is: Predict which catalyst facilitates the given reaction. (1) Reactant: Cl[C:2]1[N:6]2[CH:7]=[C:8]([F:11])[CH:9]=[CH:10][C:5]2=[N:4][N:3]=1.Cl.[OH:13][C@H:14]1[CH2:19][CH2:18][CH2:17][NH:16][CH2:15]1.CCN(C(C)C)C(C)C. Product: [F:11][C:8]1[CH:9]=[CH:10][C:5]2[N:6]([C:2]([N:16]3[CH2:17][CH2:18][CH2:19][C@H:14]([OH:13])[CH2:15]3)=[N:3][N:4]=2)[CH:7]=1. The catalyst class is: 44. (2) Reactant: [CH3:1][O:2][C:3]([C:5]1[CH:10]=[CH:9][C:8]([C:11]2[CH:16]=[CH:15][C:14]([N:17]3[CH2:22][CH2:21][N:20](C(OC(C)(C)C)=O)[CH2:19][CH2:18]3)=[CH:13][CH:12]=2)=[CH:7][CH:6]=1)=[O:4].C1(OC)C=CC=CC=1.[F:38][C:39]([F:44])([F:43])[C:40]([OH:42])=[O:41].O. Product: [F:38][C:39]([F:44])([F:43])[C:40]([OH:42])=[O:41].[N:17]1([C:14]2[CH:13]=[CH:12][C:11]([C:8]3[CH:9]=[CH:10][C:5]([C:3]([O:2][CH3:1])=[O:4])=[CH:6][CH:7]=3)=[CH:16][CH:15]=2)[CH2:18][CH2:19][NH:20][CH2:21][CH2:22]1. The catalyst class is: 4. (3) Reactant: [N:1]1[CH:6]=[CH:5][CH:4]=[C:3]([C:7]#[C:8][CH2:9][CH2:10][CH2:11][OH:12])[CH:2]=1.[C:13](O)(=[O:15])[CH3:14]. Product: [C:13]([O:12][CH2:11][CH2:10][CH2:9][CH2:8][CH2:7][CH:3]1[CH2:4][CH2:5][CH2:6][NH:1][CH2:2]1)(=[O:15])[CH3:14]. The catalyst class is: 603.